This data is from Experimentally validated miRNA-target interactions with 360,000+ pairs, plus equal number of negative samples. The task is: Binary Classification. Given a miRNA mature sequence and a target amino acid sequence, predict their likelihood of interaction. (1) The miRNA is hsa-miR-876-3p with sequence UGGUGGUUUACAAAGUAAUUCA. The protein sequence of the target gene is MGPAPRILELFYDVLSPYSWLGFEVLCRYQHLWNIKLQLRPTLIAGIMKDSGNQPPAMVPRKGQYIFKEIPLLKQFFQVPLNIPKDFFGETVKKGSINAMRFLTTVSMEQPEMLEKVSREIWMRVWSRDEDITEYQSILAAAVKAGMSTAQAQHFLEKISTQQVKNKLIENTDAACKYGAFGLPTTVAHVDGKTYMLFGSDRLELLAYLLGEKWMGPVPPTANARL. Result: 0 (no interaction). (2) The miRNA is hsa-miR-155-5p with sequence UUAAUGCUAAUCGUGAUAGGGGUU. The protein sequence of the target gene is MLALISRLLDWFRSLFWKEEMELTLVGLQYSGKTTFVNVIASGQFSEDMIPTVGFNMRKVTKGNVTIKIWDIGGQPRFRSMWERYCRGVNAIVYMIDAADREKIEASRNELHNLLDKPQLQGIPVLVLGNKRDLPNALDEKQLIEKMNLSAIQDREICCYSISCKEKDNIDITLQWLIQHSKSRRS. Result: 1 (interaction).